From a dataset of Full USPTO retrosynthesis dataset with 1.9M reactions from patents (1976-2016). Predict the reactants needed to synthesize the given product. (1) Given the product [N:59]1([C:26]([C:22]2[CH:23]=[CH:24][C:25]([O:72][CH3:71])=[C:20]([CH:21]=2)[CH2:19][S:18][C:9]2[N:8]([CH2:7][C:6]([O:5][C:1]([CH3:3])([CH3:4])[CH3:2])=[O:29])[C:12]3[CH:13]=[CH:14][C:15]([F:17])=[CH:16][C:11]=3[N:10]=2)=[O:27])[C:67]2[C:62](=[CH:63][CH:64]=[CH:65][CH:66]=2)[CH2:61][CH2:60]1, predict the reactants needed to synthesize it. The reactants are: [C:1]([O:5][C:6](=[O:29])[CH2:7][N:8]1[C:12]2[CH:13]=[CH:14][C:15]([F:17])=[CH:16][C:11]=2[N:10]=[C:9]1[S:18][CH2:19][C:20]1[CH:25]=[CH:24][CH:23]=[C:22]([C:26](O)=[O:27])[CH:21]=1)([CH3:4])([CH3:3])[CH3:2].CCN(CC)CC.C1C=CC2N(O)N=NC=2C=1.Cl.CN(C)CCCN=C=NCC.[NH:59]1[C:67]2[C:62](=[CH:63][CH:64]=[CH:65][CH:66]=2)[CH2:61][CH2:60]1.CN([CH:71]=[O:72])C. (2) Given the product [CH3:1][O:2][C:3]1[CH:8]=[C:7]([NH2:9])[CH:6]=[N:5][C:4]=1[N:12]1[CH:16]=[C:15]([CH3:17])[N:14]=[CH:13]1, predict the reactants needed to synthesize it. The reactants are: [CH3:1][O:2][C:3]1[C:4]([N:12]2[CH:16]=[C:15]([CH3:17])[N:14]=[CH:13]2)=[N:5][CH:6]=[C:7]([N+:9]([O-])=O)[CH:8]=1.[BH4-].[Na+].CO. (3) Given the product [CH3:32][N:33]([CH3:34])[C:2]1[CH:3]=[CH:8][CH:9]=[C:10]([C:12]2[N:17]=[C:16]3[N:18]([CH2:21][C:22]4[CH:23]=[C:24]5[C:29](=[CH:30][CH:31]=4)[N:28]=[CH:27][CH:26]=[CH:25]5)[N:19]=[N:20][C:15]3=[CH:14][CH:13]=2)[CH:11]=1, predict the reactants needed to synthesize it. The reactants are: F[C:2]1[CH:11]=[C:10]([C:12]2[N:17]=[C:16]3[N:18]([CH2:21][C:22]4[CH:23]=[C:24]5[C:29](=[CH:30][CH:31]=4)[N:28]=[CH:27][CH:26]=[CH:25]5)[N:19]=[N:20][C:15]3=[CH:14][CH:13]=2)[CH:9]=[CH:8][C:3]=1C(NC)=O.[CH3:32][N:33](C)[C:34]1C=C(B(O)O)C=CC=1.C(=O)([O-])[O-].[K+].[K+].O1CCOCC1. (4) Given the product [CH2:11]([O:13][C:14]([C:16]1[NH:17][C:18]2[C:23]([C:24]=1[I:2])=[CH:22][C:21]([C:25]1[CH:26]=[CH:27][C:28]([C:31]([CH3:33])([CH3:32])[CH3:34])=[CH:29][CH:30]=1)=[CH:20][CH:19]=2)=[O:15])[CH3:12], predict the reactants needed to synthesize it. The reactants are: [Na+].[I-:2].ClN1C(=O)CCC1=O.[CH2:11]([O:13][C:14]([C:16]1[NH:17][C:18]2[C:23]([CH:24]=1)=[CH:22][C:21]([C:25]1[CH:30]=[CH:29][C:28]([C:31]([CH3:34])([CH3:33])[CH3:32])=[CH:27][CH:26]=1)=[CH:20][CH:19]=2)=[O:15])[CH3:12].[O-]S([O-])(=S)=O.[Na+].[Na+]. (5) Given the product [CH2:1]([C:14]1[CH:19]=[CH:18][C:17]([NH2:20])=[CH:16][C:15]=1[S:21]([OH:24])(=[O:22])=[O:23])[CH2:2][C:3]1[CH:8]=[CH:7][C:6]([NH2:9])=[CH:5][C:4]=1[S:10]([OH:13])(=[O:11])=[O:12], predict the reactants needed to synthesize it. The reactants are: [CH:1](/[C:14]1[CH:19]=[CH:18][C:17]([NH2:20])=[CH:16][C:15]=1[S:21]([OH:24])(=[O:23])=[O:22])=[CH:2]\[C:3]1[CH:8]=[CH:7][C:6]([NH2:9])=[CH:5][C:4]=1[S:10]([OH:13])(=[O:12])=[O:11].[H][H]. (6) Given the product [NH2:9][C:10]1[N:11](/[C:7](=[N:6]/[CH:1]2[CH2:5][CH2:4][CH2:3][CH2:2]2)/[C:8]([C:17]2[CH:22]=[CH:21][C:20]([O:23][CH3:24])=[CH:19][C:18]=2[O:25][CH3:26])=[O:27])[N:12]=[CH:13][C:14]=1[C:15]#[N:16], predict the reactants needed to synthesize it. The reactants are: [CH:1]1([NH:6][C:7]2[N:11]3[N:12]=[CH:13][C:14]([C:15]#[N:16])=[C:10]3[NH:9][C:8]=2[C:17]2[CH:22]=[CH:21][C:20]([O:23][CH3:24])=[CH:19][C:18]=2[O:25][CH3:26])[CH2:5][CH2:4][CH2:3][CH2:2]1.[OH2:27]. (7) Given the product [NH2:8][CH:9]1[CH2:13][CH2:12][N:11]([S:14]([C:17]2[C:18]3[C:19]([Cl:27])=[CH:20][N:21]=[CH:22][C:23]=3[CH:24]=[CH:25][CH:26]=2)(=[O:16])=[O:15])[CH2:10]1.[ClH:27], predict the reactants needed to synthesize it. The reactants are: C(OC([NH:8][CH:9]1[CH2:13][CH2:12][N:11]([S:14]([C:17]2[C:18]3[C:19]([Cl:27])=[CH:20][N:21]=[CH:22][C:23]=3[CH:24]=[CH:25][CH:26]=2)(=[O:16])=[O:15])[CH2:10]1)=O)(C)(C)C.C(OC(NC1CCNC1)=O)(C)(C)C.C(OC(N[C@H]1CCNC1)=O)(C)(C)C. (8) The reactants are: [C:1]([NH:4][NH2:5])(=[O:3])[CH3:2].[CH2:6]([O:13][N:14]1[C:20](=[O:21])[N:19]2[CH2:22][C@H:15]1[CH2:16][CH2:17][C@@H:18]2[C:23](O)=[O:24])[C:7]1[CH:12]=[CH:11][CH:10]=[CH:9][CH:8]=1.CCN=C=NCCCN(C)C.Cl.CCN(C(C)C)C(C)C.C1C=CC2N(O)N=NC=2C=1. Given the product [C:1]([NH:4][NH:5][C:23]([C@H:18]1[CH2:17][CH2:16][C@@H:15]2[CH2:22][N:19]1[C:20](=[O:21])[N:14]2[O:13][CH2:6][C:7]1[CH:12]=[CH:11][CH:10]=[CH:9][CH:8]=1)=[O:24])(=[O:3])[CH3:2], predict the reactants needed to synthesize it.